The task is: Predict which catalyst facilitates the given reaction.. This data is from Catalyst prediction with 721,799 reactions and 888 catalyst types from USPTO. (1) Reactant: [F:1][C:2]1[CH:3]=[C:4]([N:9]2[C:14](=[O:15])[C:13]([CH2:16][C:17]3[CH:22]=[CH:21][C:20]([C:23]4[C:24]([C:29]#[N:30])=[CH:25][CH:26]=[CH:27][CH:28]=4)=[CH:19][CH:18]=3)=[C:12]([CH2:31][CH2:32][CH3:33])[N:11]=[C:10]2[CH3:34])[CH:5]=[CH:6][C:7]=1[OH:8].Br[CH2:36][CH:37]1[CH2:39][CH2:38]1.C(=O)([O-])[O-].[Cs+].[Cs+].C(OCC)(=O)C. Product: [CH:37]1([CH2:36][O:8][C:7]2[CH:6]=[CH:5][C:4]([N:9]3[C:14](=[O:15])[C:13]([CH2:16][C:17]4[CH:22]=[CH:21][C:20]([C:23]5[C:24]([C:29]#[N:30])=[CH:25][CH:26]=[CH:27][CH:28]=5)=[CH:19][CH:18]=4)=[C:12]([CH2:31][CH2:32][CH3:33])[N:11]=[C:10]3[CH3:34])=[CH:3][C:2]=2[F:1])[CH2:39][CH2:38]1. The catalyst class is: 35. (2) Reactant: [OH:1][C:2]1[CH:7]=[CH:6][C:5]([CH2:8][CH2:9][C:10]([OH:12])=[O:11])=[CH:4][CH:3]=1.Cl[C:14]1[CH:19]=[CH:18][N:17]=[C:16]([C:20]([NH:22][CH3:23])=[O:21])[CH:15]=1.C(=O)([O-])[O-].[Cs+].[Cs+]. Product: [CH3:23][NH:22][C:20]([C:16]1[CH:15]=[C:14]([O:1][C:2]2[CH:3]=[CH:4][C:5]([CH2:8][CH2:9][C:10]([OH:12])=[O:11])=[CH:6][CH:7]=2)[CH:19]=[CH:18][N:17]=1)=[O:21]. The catalyst class is: 3. (3) Reactant: Cl.[CH3:2][S:3]([C:6]1[CH:24]=[CH:23][C:9]([CH2:10][N:11]2[C:15](=[O:16])[C:14]3([CH2:21][CH2:20][NH:19][CH2:18][CH2:17]3)[NH:13][C:12]2=[O:22])=[CH:8][CH:7]=1)(=[O:5])=[O:4].C(N(CC)CC)C.[C:32]([O:36][C:37]([N:39]1[CH2:43][C@H:42]([C:44]2[CH:49]=[CH:48][CH:47]=[CH:46][CH:45]=2)[C@@H:41]([CH:50]=O)[CH2:40]1)=[O:38])([CH3:35])([CH3:34])[CH3:33].C(O[BH-](OC(=O)C)OC(=O)C)(=O)C.[Na+]. Product: [C:32]([O:36][C:37]([N:39]1[CH2:43][C@H:42]([C:44]2[CH:49]=[CH:48][CH:47]=[CH:46][CH:45]=2)[C@@H:41]([CH2:50][N:19]2[CH2:18][CH2:17][C:14]3([NH:13][C:12](=[O:22])[N:11]([CH2:10][C:9]4[CH:8]=[CH:7][C:6]([S:3]([CH3:2])(=[O:5])=[O:4])=[CH:24][CH:23]=4)[C:15]3=[O:16])[CH2:21][CH2:20]2)[CH2:40]1)=[O:38])([CH3:35])([CH3:33])[CH3:34]. The catalyst class is: 2. (4) Reactant: C([NH:6][C:7]1[CH:12]=[CH:11][C:10]([N+:13]([O-:15])=[O:14])=[CH:9][C:8]=1[C:16]#[C:17][C:18]([CH3:24])(C)[C:19](OC)=O)(=O)CCC.CCCC[N+](CCCC)(CCCC)CCCC.[F-]. Product: [CH:18]([C:17]1[NH:6][C:7]2[C:8]([CH:16]=1)=[CH:9][C:10]([N+:13]([O-:15])=[O:14])=[CH:11][CH:12]=2)([CH3:24])[CH3:19]. The catalyst class is: 3. (5) Reactant: [CH2:1]([O:3][C:4](=[N:6][O:7][CH2:8][CH2:9][N:10]([CH3:30])[CH2:11][C@H:12]1[O:16][C@@H:15]([N:17]2[C:26]3[N:25]=[CH:24][N:23]=[C:21]([NH2:22])[C:20]=3[N:19]=[C:18]2C)[C@H:14]([OH:28])[C@@H:13]1[OH:29])[CH3:5])[CH3:2].[CH3:31][NH:32]C[C@H]1O[C@@H](N2C3N=CN=C(N)C=3N=C2NC)[C@H](O)[C@@H]1O.CCN(C(C)C)C(C)C. Product: [CH2:1]([O:3][C:4](=[N:6][O:7][CH2:8][CH2:9][N:10]([CH3:30])[CH2:11][C@H:12]1[O:16][C@@H:15]([N:17]2[C:26]3[N:25]=[CH:24][N:23]=[C:21]([NH2:22])[C:20]=3[N:19]=[C:18]2[NH:32][CH3:31])[C@H:14]([OH:28])[C@@H:13]1[OH:29])[CH3:5])[CH3:2]. The catalyst class is: 3. (6) The catalyst class is: 3. Product: [CH2:1]([O:8][C:9]([N:11]1[CH:15]([C:16](=[O:35])[NH:17][C:18]2[S:19][CH:20]=[C:21]([C:23]3[CH:24]=[CH:25][C:26]([C:29](=[O:34])[NH:30][CH:31]4[CH2:32][CH2:33]4)=[CH:27][CH:28]=3)[N:22]=2)[CH2:14][S:13][CH:12]1[CH2:36][CH2:37][CH2:38][CH2:39][C:40](=[O:42])[N:45]([CH3:46])[CH3:44])=[O:10])[C:2]1[CH:3]=[CH:4][CH:5]=[CH:6][CH:7]=1. Reactant: [CH2:1]([O:8][C:9]([N:11]1[CH:15]([C:16](=[O:35])[NH:17][C:18]2[S:19][CH:20]=[C:21]([C:23]3[CH:28]=[CH:27][C:26]([C:29](=[O:34])[NH:30][CH:31]4[CH2:33][CH2:32]4)=[CH:25][CH:24]=3)[N:22]=2)[CH2:14][S:13][CH:12]1[CH2:36][CH2:37][CH2:38][CH2:39][C:40]([OH:42])=O)=[O:10])[C:2]1[CH:7]=[CH:6][CH:5]=[CH:4][CH:3]=1.C[CH2:44][N:45](C(C)C)[CH:46](C)C.CN(C(ON1N=NC2C=CC=NC1=2)=[N+](C)C)C.F[P-](F)(F)(F)(F)F.CNC. (7) Reactant: [C:1]12([NH:6][C:7]([C:9]3[CH:10]=[C:11]([C:15]4[C:16]([CH2:35][C:36](O)=[O:37])=[CH:17][C:18]5[O:22][C:21]([C:23]6[CH:28]=[CH:27][C:26]([F:29])=[CH:25][CH:24]=6)=[C:20]([C:30](=[O:33])[NH:31][CH3:32])[C:19]=5[CH:34]=4)[CH:12]=[CH:13][CH:14]=3)=[O:8])[CH2:5][CH:3]([CH2:4]1)[CH2:2]2.Cl.CN.C[CH2:43][N:44](C(C)C)C(C)C.CN(C(ON1N=NC2C=CC=NC1=2)=[N+](C)C)C.F[P-](F)(F)(F)(F)F. Product: [C:1]12([NH:6][C:7]([C:9]3[CH:10]=[C:11]([C:15]4[C:16]([CH2:35][C:36]([NH:44][CH3:43])=[O:37])=[CH:17][C:18]5[O:22][C:21]([C:23]6[CH:28]=[CH:27][C:26]([F:29])=[CH:25][CH:24]=6)=[C:20]([C:30]([NH:31][CH3:32])=[O:33])[C:19]=5[CH:34]=4)[CH:12]=[CH:13][CH:14]=3)=[O:8])[CH2:5][CH:3]([CH2:2]1)[CH2:4]2. The catalyst class is: 18. (8) Reactant: [Br:1][C:2]1[C:3](=O)[NH:4][CH:5]=[C:6]([Br:8])[CH:7]=1.CO[C:12]1N=[CH:16][C:15](B(O)O)=[CH:14][CH:13]=1.[CH2:21](Cl)Cl.[C:24]([O-:27])([O-])=O.[Cs+].[Cs+]. Product: [CH2:3]([N:4]1[CH:5]=[C:6]([Br:8])[CH:7]=[C:2]([Br:1])[C:24]1=[O:27])[C:12]1[CH:21]=[CH:16][CH:15]=[CH:14][CH:13]=1. The catalyst class is: 57.